This data is from Reaction yield outcomes from USPTO patents with 853,638 reactions. The task is: Predict the reaction yield, written as a fraction of the theoretical maximum amount of product (1.0 means a 100% yield; for example, 0.34 means a 34% yield). (1) The reactants are [C:1]([N:5]1[CH:9]=[C:8]([N+:10]([O-])=O)[CH:7]=[N:6]1)([CH3:4])([CH3:3])[CH3:2]. The catalyst is CO.[C].[Pd]. The product is [C:1]([N:5]1[CH:9]=[C:8]([NH2:10])[CH:7]=[N:6]1)([CH3:4])([CH3:3])[CH3:2]. The yield is 0.920. (2) The reactants are [C:1]([C:3]1[CH:8]=[CH:7][C:6]([N:9]2[C:13](=[O:14])[C:12]([CH3:16])([CH3:15])[N:11]([C:17]3[CH:22]=[CH:21][C:20]([CH2:23][CH2:24][CH2:25][C:26]([NH:28][CH2:29][CH2:30][O:31][CH2:32][CH2:33][O:34][CH2:35][C:36](O)=[O:37])=[O:27])=[CH:19][CH:18]=3)[C:10]2=[S:39])=[CH:5][C:4]=1[C:40]([F:43])([F:42])[F:41])#[N:2].CN(C(ON1N=NC2C=CC=NC1=2)=[N+](C)C)C.F[P-](F)(F)(F)(F)F.CCN(C(C)C)C(C)C.Cl.[NH2:78][C@@H:79]([C:104]([CH3:107])([CH3:106])[CH3:105])[C:80]([N:82]1[CH2:86][C@H:85]([OH:87])[CH2:84][C@H:83]1[C:88]([NH:90][CH2:91][C:92]1[CH:97]=[CH:96][C:95]([C:98]2[S:102][CH:101]=[N:100][C:99]=2[CH3:103])=[CH:94][CH:93]=1)=[O:89])=[O:81]. The catalyst is CN(C)C=O. The product is [C:1]([C:3]1[CH:8]=[CH:7][C:6]([N:9]2[C:13](=[O:14])[C:12]([CH3:16])([CH3:15])[N:11]([C:17]3[CH:22]=[CH:21][C:20]([CH2:23][CH2:24][CH2:25][C:26]([NH:28][CH2:29][CH2:30][O:31][CH2:32][CH2:33][O:34][CH2:35][C:36]([NH:78][C@@H:79]([C:104]([CH3:107])([CH3:106])[CH3:105])[C:80]([N:82]4[CH2:86][C@H:85]([OH:87])[CH2:84][C@H:83]4[C:88]([NH:90][CH2:91][C:92]4[CH:97]=[CH:96][C:95]([C:98]5[S:102][CH:101]=[N:100][C:99]=5[CH3:103])=[CH:94][CH:93]=4)=[O:89])=[O:81])=[O:37])=[O:27])=[CH:19][CH:18]=3)[C:10]2=[S:39])=[CH:5][C:4]=1[C:40]([F:41])([F:43])[F:42])#[N:2]. The yield is 0.0600. (3) The reactants are [S:1]1[CH:5]=[CH:4][N:3]=[C:2]1[C:6]1([OH:16])[CH2:15][CH2:14][C:9]2(OCC[O:10]2)[CH2:8][CH2:7]1.C([O-])([O-])=O.[Na+].[Na+]. The catalyst is C1COCC1. The product is [OH:16][C:6]1([C:2]2[S:1][CH:5]=[CH:4][N:3]=2)[CH2:15][CH2:14][C:9](=[O:10])[CH2:8][CH2:7]1. The yield is 0.990. (4) The reactants are [CH3:1][Mg+].[Br-].[CH2:4]([O:11][C:12]1[CH:17]=[CH:16][C:15]([N:18]2[CH:23]=[C:22]([O:24][CH3:25])[C:21](=[O:26])[C:20]([C:27](N(OC)C)=[O:28])=[N:19]2)=[C:14]([F:33])[CH:13]=1)[C:5]1[CH:10]=[CH:9][CH:8]=[CH:7][CH:6]=1. The catalyst is C1COCC1. The product is [C:27]([C:20]1[C:21](=[O:26])[C:22]([O:24][CH3:25])=[CH:23][N:18]([C:15]2[CH:16]=[CH:17][C:12]([O:11][CH2:4][C:5]3[CH:10]=[CH:9][CH:8]=[CH:7][CH:6]=3)=[CH:13][C:14]=2[F:33])[N:19]=1)(=[O:28])[CH3:1]. The yield is 0.850. (5) No catalyst specified. The reactants are C[O:2][C:3](=[O:30])[CH2:4][NH:5][C:6](=[O:29])[CH2:7][C:8]1[N:9]=[C:10]([NH:13][C:14]([NH:16][C:17]2[CH:22]=[CH:21][C:20]([CH3:23])=[CH:19][C:18]=2[O:24][CH2:25][CH:26]([CH3:28])[CH3:27])=[O:15])[S:11][CH:12]=1.C(OC1C=C(C)C=CC=1NC(=O)NC1SC=C(CC(O)=O)N=1)C(C)C.Cl.COC(=O)CN. The yield is 0.860. The product is [CH2:25]([O:24][C:18]1[CH:19]=[C:20]([CH3:23])[CH:21]=[CH:22][C:17]=1[NH:16][C:14](=[O:15])[NH:13][C:10]1[S:11][CH:12]=[C:8]([CH2:7][C:6]([NH:5][CH2:4][C:3]([OH:30])=[O:2])=[O:29])[N:9]=1)[CH:26]([CH3:28])[CH3:27]. (6) The reactants are [O:1]1[C:5]2[CH:6]=[CH:7][C:8]([S:10]([N:13]([CH2:38][CH:39]([CH3:41])[CH3:40])[CH2:14][C@@H:15]([OH:37])[C@@H:16]([NH:28][C:29](=[O:36])[O:30][C:31]3[CH:35]=[CH:34][O:33][CH:32]=3)[CH2:17][C:18]3[CH:23]=[CH:22][C:21]([O:24][CH2:25][CH2:26][NH2:27])=[CH:20][CH:19]=3)(=[O:12])=[O:11])=[CH:9][C:4]=2[O:3][CH2:2]1.C(N(CC)C(C)C)(C)C.[C:51](Cl)(=[O:53])[CH3:52].C1C[O:58][CH2:57][CH2:56]1.C(Cl)Cl. No catalyst specified. The product is [O:1]1[C:5]2[CH:6]=[CH:7][C:8]([S:10]([N:13]([CH2:38][CH:39]([CH3:41])[CH3:40])[CH2:14][C@@H:15]([OH:37])[C@@H:16]([NH:28][C:29](=[O:36])[O:30][C@@H:31]3[C@H:35]4[C@H:34]([O:58][CH2:57][CH2:56]4)[O:33][CH2:32]3)[CH2:17][C:18]3[CH:19]=[CH:20][C:21]([O:24][CH2:25][CH2:26][NH:27][C:51](=[O:53])[CH3:52])=[CH:22][CH:23]=3)(=[O:11])=[O:12])=[CH:9][C:4]=2[O:3][CH2:2]1. The yield is 0.860. (7) The reactants are Cl[CH2:2][CH2:3][C:4]([C:10]1[CH:15]=[CH:14][CH:13]=[CH:12][CH:11]=1)([OH:9])[CH2:5][C:6]([CH3:8])=[CH2:7].[Br:16][C:17]1[CH:22]=[CH:21][C:20]([C@@H:23]([NH2:25])[CH3:24])=[CH:19][CH:18]=1.C([O-])([O-])=O.[K+].[K+]. The catalyst is C(#N)C. The product is [Br:16][C:17]1[CH:22]=[CH:21][C:20]([C@@H:23]([NH:25][CH2:2][CH2:3][C:4]([C:10]2[CH:15]=[CH:14][CH:13]=[CH:12][CH:11]=2)([OH:9])[CH2:5][C:6]([CH3:8])=[CH2:7])[CH3:24])=[CH:19][CH:18]=1. The yield is 0.600. (8) The product is [F:23][C:24]1[CH:31]=[C:30]([F:32])[CH:29]=[CH:28][C:25]=1[CH2:26][N:10]1[C:11]2[C@@:12]3([CH3:22])[C:19]([CH3:21])([CH3:20])[C@H:15]([CH2:14][CH2:13]3)[C:16]=2[C:17](=[O:18])[N:9]1[C:3]1[CH:4]=[CH:5][C:6]([F:8])=[CH:7][C:2]=1[F:1]. The reactants are [F:1][C:2]1[CH:7]=[C:6]([F:8])[CH:5]=[CH:4][C:3]=1[N:9]1[C:17](=[O:18])[C:16]2[C@@H:15]3[C:19]([CH3:21])([CH3:20])[C@@:12]([CH3:22])([CH2:13][CH2:14]3)[C:11]=2[NH:10]1.[F:23][C:24]1[CH:31]=[C:30]([F:32])[CH:29]=[CH:28][C:25]=1[CH2:26]Br.ClCCl.C(O)C. The catalyst is [I-].C([N+](CCCC)(CCCC)CCCC)CCC.CN(C)C=O. The yield is 0.710.